From a dataset of Full USPTO retrosynthesis dataset with 1.9M reactions from patents (1976-2016). Predict the reactants needed to synthesize the given product. (1) The reactants are: [CH3:1][C:2]([C:4]1[CH:9]=[CH:8][CH:7]=[C:6]([NH:10][C:11]([CH3:13])=[O:12])[CH:5]=1)=[O:3].CO[CH:16](OC)[N:17]([CH3:19])[CH3:18].C1(C)C=CC=CC=1. Given the product [CH3:16][N:17]([CH3:19])[CH:18]=[CH:1][C:2]([C:4]1[CH:5]=[C:6]([NH:10][C:11](=[O:12])[CH3:13])[CH:7]=[CH:8][CH:9]=1)=[O:3], predict the reactants needed to synthesize it. (2) Given the product [CH2:13]([O:12][C:7]1[CH:6]=[C:5]([B:22]([OH:23])[OH:21])[C:4]2[C:9]([CH:8]=1)=[CH:10][CH:11]=[CH:2][CH:3]=2)[CH3:14], predict the reactants needed to synthesize it. The reactants are: Br[C:2]1[CH:11]=[CH:10][C:9]2[C:4](=[CH:5][CH:6]=[C:7]([O:12][CH2:13][CH3:14])[CH:8]=2)[CH:3]=1.C([Li])CCC.C[O:21][B:22](OC)[O:23]C.[Cl-].[NH4+]. (3) Given the product [Br:2][C:3]1[CH:8]=[C:7]2[C:6](=[CH:5][CH:4]=1)[NH:9][CH:19]([C:14]1[CH:15]=[CH:16][CH:17]=[CH:18][C:13]=1[O:12][CH3:11])[C:20]2([CH3:22])[CH3:21], predict the reactants needed to synthesize it. The reactants are: Cl.[Br:2][C:3]1[CH:8]=[CH:7][C:6]([NH:9]N)=[CH:5][CH:4]=1.[CH3:11][O:12][C:13]1[CH:18]=[CH:17][CH:16]=[CH:15][C:14]=1[C:19](=O)[CH:20]([CH3:22])[CH3:21].[BH4-].[Na+].Cl.C(=O)([O-])[O-].[K+].[K+].